Dataset: Catalyst prediction with 721,799 reactions and 888 catalyst types from USPTO. Task: Predict which catalyst facilitates the given reaction. (1) Reactant: [H-].[Na+].[NH:3]1[CH2:8][CH2:7][S:6][CH2:5][C:4]1=[O:9].[Br:10][C:11]1[CH:16]=[CH:15][C:14]([CH2:17][CH2:18][CH2:19]Br)=[CH:13][N:12]=1. Product: [Br:10][C:11]1[N:12]=[CH:13][C:14]([CH2:17][CH2:18][CH2:19][N:3]2[CH2:8][CH2:7][S:6][CH2:5][C:4]2=[O:9])=[CH:15][CH:16]=1. The catalyst class is: 3. (2) Reactant: [Cl:1][C:2]1[CH:3]=[C:4]2[C:9](=[CH:10][C:11]=1[O:12][C:13]1[CH:21]=[CH:20][C:16]([C:17](O)=[O:18])=[CH:15][CH:14]=1)[O:8][CH2:7][CH2:6][CH:5]2[C:22]([O:24][CH2:25][CH3:26])=[O:23].C(Cl)(=O)C(Cl)=O.[C:33]1([C:42]2[CH:47]=[CH:46][CH:45]=[CH:44][CH:43]=2)[CH:38]=[CH:37][C:36]([CH2:39][CH2:40][NH2:41])=[CH:35][CH:34]=1.C(N(CC)CC)C. Product: [C:33]1([C:42]2[CH:43]=[CH:44][CH:45]=[CH:46][CH:47]=2)[CH:34]=[CH:35][C:36]([CH2:39][CH2:40][NH:41][C:17]([C:16]2[CH:15]=[CH:14][C:13]([O:12][C:11]3[CH:10]=[C:9]4[C:4]([CH:5]([C:22]([O:24][CH2:25][CH3:26])=[O:23])[CH2:6][CH2:7][O:8]4)=[CH:3][C:2]=3[Cl:1])=[CH:21][CH:20]=2)=[O:18])=[CH:37][CH:38]=1. The catalyst class is: 139. (3) Reactant: [N:1]1[C:10]2[C:5](=[CH:6][CH:7]=[CH:8][CH:9]=2)[CH:4]=[C:3]([NH:11][S:12]([C:15]2[C:16](Cl)=[N:17][CH:18]=[C:19]([Br:21])[CH:20]=2)(=[O:14])=[O:13])[CH:2]=1.[CH3:23][O-:24].[Na+]. The catalyst class is: 5. Product: [N:1]1[C:10]2[C:5](=[CH:6][CH:7]=[CH:8][CH:9]=2)[CH:4]=[C:3]([NH:11][S:12]([C:15]2[C:16]([O:24][CH3:23])=[N:17][CH:18]=[C:19]([Br:21])[CH:20]=2)(=[O:14])=[O:13])[CH:2]=1. (4) Reactant: [F:1][C:2]1[CH:23]=[C:22]([N+:24]([O-])=O)[CH:21]=[CH:20][C:3]=1[O:4][C:5]1[CH:10]=[CH:9][N:8]=[C:7]2[CH:11]=[C:12]([C:14]([NH:16][N:17](C)[CH3:18])=[O:15])[S:13][C:6]=12.[NH4+].[Cl-].O.[CH3:30]CO. Product: [NH2:24][C:22]1[CH:21]=[CH:20][C:3]([O:4][C:5]2[CH:10]=[CH:9][N:8]=[C:7]3[CH:11]=[C:12]([C:14]([N:16]([CH3:30])[NH:17][CH3:18])=[O:15])[S:13][C:6]=23)=[C:2]([F:1])[CH:23]=1. The catalyst class is: 292. (5) Reactant: [C:1]([O:5][C:6]([N:8]1[CH2:11][CH:10](O)[CH2:9]1)=[O:7])([CH3:4])([CH3:3])[CH3:2].N1C=CN=C1.C1(P(C2C=CC=CC=2)C2C=CC=CC=2)C=CC=CC=1.[I:37]I.C([O-])(O)=O.[Na+]. Product: [C:1]([O:5][C:6]([N:8]1[CH2:11][CH:10]([I:37])[CH2:9]1)=[O:7])([CH3:4])([CH3:3])[CH3:2]. The catalyst class is: 11. (6) Reactant: [C:1]1([CH3:8])[C:6]([OH:7])=[CH:5][CH:4]=[CH:3][CH:2]=1.N(C(C)C)C(C)C.C1C(=O)N([Br:23])C(=O)C1.S(=O)(=O)(O)O. Product: [Br:23][C:5]1[CH:4]=[CH:3][CH:2]=[C:1]([CH3:8])[C:6]=1[OH:7]. The catalyst class is: 34. (7) Reactant: [Br:1][C:2]1[CH:11]=[CH:10][C:5]([C:6]([O:8]C)=[O:7])=[C:4]([CH2:12][O:13][CH3:14])[CH:3]=1.[OH-].[Na+].CCOC(C)=O.O. Product: [Br:1][C:2]1[CH:11]=[CH:10][C:5]([C:6]([OH:8])=[O:7])=[C:4]([CH2:12][O:13][CH3:14])[CH:3]=1. The catalyst class is: 5. (8) Reactant: [C:1]([N:8]1[CH2:13][CH2:12][CH:11]([OH:14])[CH2:10][CH2:9]1)([O:3][C:4]([CH3:7])([CH3:6])[CH3:5])=[O:2].[F:15][C:16]1[CH:21]=[CH:20][CH:19]=[CH:18][C:17]=1O.C1(P(C2C=CC=CC=2)C2C=CC=CC=2)C=CC=CC=1.N(C(OCC)=O)=NC(OCC)=O.FC1C=CC=CC=1O[C@H]1CCN(C2N=NC(I)=CC=2)C1. Product: [F:15][C:16]1[CH:21]=[CH:20][CH:19]=[CH:18][C:17]=1[O:14][CH:11]1[CH2:12][CH2:13][N:8]([C:1]([O:3][C:4]([CH3:7])([CH3:6])[CH3:5])=[O:2])[CH2:9][CH2:10]1. The catalyst class is: 49. (9) Reactant: [F:1][C:2]1[CH:7]=[CH:6][C:5]([C@H:8]([CH3:12])[C:9]([OH:11])=O)=[CH:4][CH:3]=1.[NH2:13][CH2:14][CH2:15][CH2:16][N:17]1[CH2:22][CH2:21][CH:20]([C:23]2[CH:24]=[C:25]([NH:30][C:31](=[O:35])[CH:32]([CH3:34])[CH3:33])[CH:26]=[CH:27][C:28]=2[CH3:29])[CH2:19][CH2:18]1. Product: [F:1][C:2]1[CH:3]=[CH:4][C:5]([C@H:8]([CH3:12])[C:9]([NH:13][CH2:14][CH2:15][CH2:16][N:17]2[CH2:22][CH2:21][CH:20]([C:23]3[CH:24]=[C:25]([NH:30][C:31](=[O:35])[CH:32]([CH3:34])[CH3:33])[CH:26]=[CH:27][C:28]=3[CH3:29])[CH2:19][CH2:18]2)=[O:11])=[CH:6][CH:7]=1. The catalyst class is: 5.